This data is from Catalyst prediction with 721,799 reactions and 888 catalyst types from USPTO. The task is: Predict which catalyst facilitates the given reaction. (1) Reactant: [CH2:1]([O:5][C:6]1[CH:11]=[CH:10][CH:9]=[CH:8][C:7]=1[C:12](=[O:14])[CH3:13])[CH:2]([CH3:4])[CH3:3].Cl[Si:16]([CH3:19])([CH3:18])[CH3:17]. Product: [CH2:1]([O:5][C:6]1[CH:11]=[CH:10][CH:9]=[CH:8][C:7]=1[C:12]([O:14][Si:16]([CH3:19])([CH3:18])[CH3:17])=[CH2:13])[CH:2]([CH3:4])[CH3:3]. The catalyst class is: 1. (2) Reactant: [BH4-].[Li+].[Cl:3][C:4]1[CH:5]=[CH:6][C:7]([C:25](OC)=[O:26])=[C:8]2[C:12]=1[N:11]=[C:10]1[N:13]([C:17]3[CH:22]=[CH:21][C:20]([Cl:23])=[CH:19][C:18]=3[Cl:24])[CH2:14][CH2:15][CH2:16][N:9]21. Product: [Cl:3][C:4]1[C:12]2[N:11]=[C:10]3[N:13]([C:17]4[CH:22]=[CH:21][C:20]([Cl:23])=[CH:19][C:18]=4[Cl:24])[CH2:14][CH2:15][CH2:16][N:9]3[C:8]=2[C:7]([CH2:25][OH:26])=[CH:6][CH:5]=1. The catalyst class is: 7.